Dataset: Full USPTO retrosynthesis dataset with 1.9M reactions from patents (1976-2016). Task: Predict the reactants needed to synthesize the given product. (1) Given the product [NH2:8][C@@H:9]([CH:10]([CH3:12])[CH3:11])[C:13]([NH:46][C:27]1[C:26]([CH3:25])=[CH:31][C:30]([N:32]([CH3:44])[CH2:33][C:34]2[CH:35]=[CH:36][C:37]([C:40]([F:41])([F:42])[F:43])=[CH:38][CH:39]=2)=[CH:29][C:28]=1[CH3:45])=[O:14], predict the reactants needed to synthesize it. The reactants are: C(OC([NH:8][C@H:9]([C:13](O)=[O:14])[CH:10]([CH3:12])[CH3:11])=O)(C)(C)C.C(N(CC)C(C)C)(C)C.[CH3:25][C:26]1[CH:31]=[C:30]([N:32]([CH3:44])[CH2:33][C:34]2[CH:39]=[CH:38][C:37]([C:40]([F:43])([F:42])[F:41])=[CH:36][CH:35]=2)[CH:29]=[C:28]([CH3:45])[C:27]=1[NH2:46]. (2) Given the product [Cl:21][C:22]1[CH:27]=[CH:26][C:25]([CH2:28][C:29]([NH:1][N:2]2[N:11]=[C:10]([C:12]3[CH:17]=[CH:16][C:15]([CH3:18])=[CH:14][C:13]=3[CH3:19])[C:9]3[C:4](=[CH:5][CH:6]=[CH:7][CH:8]=3)[C:3]2=[O:20])=[O:30])=[CH:24][CH:23]=1, predict the reactants needed to synthesize it. The reactants are: [NH2:1][N:2]1[N:11]=[C:10]([C:12]2[CH:17]=[CH:16][C:15]([CH3:18])=[CH:14][C:13]=2[CH3:19])[C:9]2[C:4](=[CH:5][CH:6]=[CH:7][CH:8]=2)[C:3]1=[O:20].[Cl:21][C:22]1[CH:27]=[CH:26][C:25]([CH2:28][C:29](O)=[O:30])=[CH:24][CH:23]=1. (3) Given the product [Br:8][C:9]1[CH:14]=[CH:13][C:12]([C:15]2([OH:24])[CH2:16][CH2:17][CH:18]([C:21]([NH:27][C@H:28]3[CH2:33][CH2:32][C@@H:31]([OH:34])[CH2:30][CH2:29]3)=[O:23])[CH2:19][CH2:20]2)=[C:11]([CH3:25])[CH:10]=1, predict the reactants needed to synthesize it. The reactants are: CN1CCOCC1.[Br:8][C:9]1[CH:14]=[CH:13][C:12]([C:15]2([OH:24])[CH2:20][CH2:19][CH:18]([C:21]([OH:23])=O)[CH2:17][CH2:16]2)=[C:11]([CH3:25])[CH:10]=1.Cl.[NH2:27][C@@H:28]1[CH2:33][CH2:32][C@H:31]([OH:34])[CH2:30][CH2:29]1.F[P-](F)(F)(F)(F)F.N1(O[P+](N(C)C)(N(C)C)N(C)C)C2C=CC=CC=2N=N1. (4) Given the product [C:1]([O:5][C:6](=[O:26])[NH:7][CH:8]([C:18]1[CH:23]=[CH:22][C:21]([Cl:24])=[C:20]([Cl:25])[CH:19]=1)[C:9]([C:11]1[CH:16]=[CH:15][C:14]([C:33]2[CH:32]=[CH:31][CH:30]=[C:29]([N:28]([CH3:38])[CH3:27])[CH:34]=2)=[CH:13][CH:12]=1)=[O:10])([CH3:4])([CH3:3])[CH3:2], predict the reactants needed to synthesize it. The reactants are: [C:1]([O:5][C:6](=[O:26])[NH:7][CH:8]([C:18]1[CH:23]=[CH:22][C:21]([Cl:24])=[C:20]([Cl:25])[CH:19]=1)[C:9]([C:11]1[CH:16]=[CH:15][C:14](I)=[CH:13][CH:12]=1)=[O:10])([CH3:4])([CH3:3])[CH3:2].[CH3:27][N:28]([CH3:38])[C:29]1[CH:30]=[C:31](B(O)O)[CH:32]=[CH:33][CH:34]=1. (5) The reactants are: [CH3:1][C:2]1[N:7]=[C:6]2[S:8][C:9]3[CH2:14][CH2:13][CH2:12][CH2:11][C:10]=3[C:5]2=[C:4]([C:15]2[CH:23]=[CH:22][C:18]3[O:19][CH2:20][O:21][C:17]=3[CH:16]=2)[C:3]=1[CH:24]([CH2:29][CH2:30][CH3:31])[C:25]([O:27]C)=[O:26].[OH-].[Na+]. Given the product [CH3:1][C:2]1[N:7]=[C:6]2[S:8][C:9]3[CH2:14][CH2:13][CH2:12][CH2:11][C:10]=3[C:5]2=[C:4]([C:15]2[CH:23]=[CH:22][C:18]3[O:19][CH2:20][O:21][C:17]=3[CH:16]=2)[C:3]=1[CH:24]([CH2:29][CH2:30][CH3:31])[C:25]([OH:27])=[O:26], predict the reactants needed to synthesize it. (6) Given the product [Cl:1][C:2]1[C:3]([N:9]2[C:13]([C:14]([OH:16])=[O:15])=[CH:12][C:11]([CH3:18])=[N:10]2)=[N:4][CH:5]=[C:6]([Cl:8])[CH:7]=1, predict the reactants needed to synthesize it. The reactants are: [Cl:1][C:2]1[C:3]([N:9]2[C:13]([C:14]([O:16]C)=[O:15])=[CH:12][C:11]([CH3:18])=[N:10]2)=[N:4][CH:5]=[C:6]([Cl:8])[CH:7]=1.O1CCCC1.[OH-].[Na+]. (7) Given the product [Cl:31][CH2:32][C:33]([N:29]([CH2:28][C:25]1[CH:26]=[CH:27][C:22]([CH2:21][CH2:20][N:15]2[C:16](=[O:19])[C:17]3[S:18][C:10]([C:7]4[CH:6]=[CH:5][C:4]([Cl:3])=[CH:9][CH:8]=4)=[CH:11][C:12]=3[N:13]=[CH:14]2)=[CH:23][CH:24]=1)[CH3:30])=[O:34], predict the reactants needed to synthesize it. The reactants are: Cl.Cl.[Cl:3][C:4]1[CH:9]=[CH:8][C:7]([C:10]2[S:18][C:17]3[C:16](=[O:19])[N:15]([CH2:20][CH2:21][C:22]4[CH:27]=[CH:26][C:25]([CH2:28][NH:29][CH3:30])=[CH:24][CH:23]=4)[CH:14]=[N:13][C:12]=3[CH:11]=2)=[CH:6][CH:5]=1.[Cl:31][CH2:32][C:33](Cl)=[O:34].C(N(CC)CC)C.O1CCCC1.